From a dataset of Forward reaction prediction with 1.9M reactions from USPTO patents (1976-2016). Predict the product of the given reaction. (1) Given the reactants [C:1]([O-:4])([O-])=[O:2].[K+].[K+].[CH3:7]CN(CC)CC.[F:14][C:15]([F:46])([F:45])[C:16]1[CH:17]=[C:18]([C@H:26]2[O:30][C:29](=[O:31])[N:28]([CH2:32][C:33]3[CH:38]=[C:37]([C:39]([F:42])([F:41])[F:40])[CH:36]=[CH:35][C:34]=3I)[C@H:27]2[CH3:44])[CH:19]=[C:20]([C:22]([F:25])([F:24])[F:23])[CH:21]=1, predict the reaction product. The product is: [F:14][C:15]([F:46])([F:45])[C:16]1[CH:17]=[C:18]([C@H:26]2[O:30][C:29](=[O:31])[N:28]([CH2:32][C:33]3[CH:38]=[C:37]([C:39]([F:42])([F:41])[F:40])[CH:36]=[CH:35][C:34]=3[C:1]([O:4][CH3:7])=[O:2])[C@H:27]2[CH3:44])[CH:19]=[C:20]([C:22]([F:25])([F:24])[F:23])[CH:21]=1. (2) Given the reactants [CH3:1][O:2][CH2:3][CH2:4][CH2:5][NH2:6].[Cl:7][CH2:8][CH2:9][N:10]=[C:11]=[O:12], predict the reaction product. The product is: [Cl:7][CH2:8][CH2:9][NH:10][C:11]([NH:6][CH2:5][CH2:4][CH2:3][O:2][CH3:1])=[O:12]. (3) Given the reactants CC(S([NH:7][CH:8]([C:15]12[N:21]([CH3:22])[CH:18]([CH2:19][CH2:20]1)[CH2:17][CH2:16]2)[C:9]1[CH:14]=[CH:13][CH:12]=[CH:11][CH:10]=1)=O)(C)C.Cl.C(OC(O[C:35]([CH3:38])([CH3:37])[CH3:36])=O)(O[C:35]([CH3:38])([CH3:37])[CH3:36])=O.[CH3:39][OH:40], predict the reaction product. The product is: [CH3:10][C:9]1[CH:8]=[CH:15][CH:37]=[C:35]([CH3:36])[C:38]=1[C:39]([NH:7][CH:8]([C:15]12[N:21]([CH3:22])[CH:18]([CH2:17][CH2:16]1)[CH2:19][CH2:20]2)[C:9]1[CH:10]=[CH:11][CH:12]=[CH:13][CH:14]=1)=[O:40]. (4) Given the reactants [O:1]=[C:2]1[C@@H:8]([NH:9][C:10](=[O:16])[O:11][C:12]([CH3:15])([CH3:14])[CH3:13])[CH2:7][CH2:6][CH2:5][CH2:4][NH:3]1.Br[CH2:18][CH2:19][O:20][Si:21]([C:24]([CH3:27])([CH3:26])[CH3:25])([CH3:23])[CH3:22], predict the reaction product. The product is: [Si:21]([O:20][CH2:19][CH2:18][N:3]1[CH2:4][CH2:5][CH2:6][CH2:7][C@H:8]([NH:9][C:10](=[O:16])[O:11][C:12]([CH3:13])([CH3:15])[CH3:14])[C:2]1=[O:1])([C:24]([CH3:27])([CH3:26])[CH3:25])([CH3:23])[CH3:22]. (5) Given the reactants [CH3:1][N:2]([CH3:17])[CH:3]=[CH:4][C:5]([C:7]1[CH:8]=[C:9]([NH:13][C:14](=[O:16])[CH3:15])[CH:10]=[CH:11][CH:12]=1)=[O:6].[H-].[Na+].[CH2:20](I)[CH3:21], predict the reaction product. The product is: [CH3:17][N:2]([CH3:1])[CH:3]=[CH:4][C:5]([C:7]1[CH:8]=[C:9]([N:13]([CH2:20][CH3:21])[C:14](=[O:16])[CH3:15])[CH:10]=[CH:11][CH:12]=1)=[O:6].